Binary Classification. Given a miRNA mature sequence and a target amino acid sequence, predict their likelihood of interaction. From a dataset of Experimentally validated miRNA-target interactions with 360,000+ pairs, plus equal number of negative samples. (1) The miRNA is hsa-miR-4463 with sequence GAGACUGGGGUGGGGCC. The protein sequence of the target gene is MFSWMGRQAGGRERSGGMDAVQTVTGGLRSLYQRKVLPLEEAYRFHEFHSPALEDADFENKPMILLVGQYSTGKTTFIRYLLEQDFPGMRIGPEPTTDSFIAVMYGETEGSTPGNALVVDPKKPFRKLSRFGNAFLNRFMCSQLPNQVLKSISIIDSPGILSGEKQRISRGYDFCQVLQWFAERVDRIILLFDAHKLDISDEFSEAIKAFRGQDDKIRVVLNKADQVDTQQLMRVYGALMWSLGKVINTPEVLRVYIGSFWAQPLQNTDNRRLFEAEAQDLFRDIQSLPQKAAVRKLNDL.... Result: 0 (no interaction). (2) The protein sequence of the target gene is MKTSPRRPLILKRRRLPLPVQNAPSETSEEEPKRSPAQQESNQAEASKEVAESNSCKFPAGIKIINHPTMPNTQVVAIPNNANIHSIITALTAKGKESGSSGPNKFILISCGGAPTQPPGLRPQTQTSYDAKRTEVTLETLGPKPAARDVNLPRPPGALCEQKRETCADGEAAGCTINNSLSNIQWLRKMSSDGLGSRSIKQEMEEKENCHLEQRQVKVEEPSRPSASWQNSVSERPPYSYMAMIQFAINSTERKRMTLKDIYTWIEDHFPYFKHIAKPGWKNSIRHNLSLHDMFVRETS.... Result: 0 (no interaction). The miRNA is hsa-miR-5590-5p with sequence UUGCCAUACAUAGACUUUAUU. (3) The miRNA is hsa-miR-302d-3p with sequence UAAGUGCUUCCAUGUUUGAGUGU. The protein sequence of the target gene is MEGVGGLWPWVLGLLSLPGVILGAPLASSCAGACGTSFPDGLTPEGTQASGDKDIPAINQGLILEETPESSFLIEGDIIRPSPFRLLSATSNKWPMGGSGVVEVPFLLSSKYDEPSRQVILEALAEFERSTCIRFVTYQDQRDFISIIPMYGCFSSVGRSGGMQVVSLAPTCLQKGRGIVLHELMHVLGFWHEHTRADRDRYIRVNWNEILPGFEINFIKSQSSNMLTPYDYSSVMHYGRLAFSRRGLPTITPLWAPSVHIGQRWNLSASDITRVLKLYGCSPSGPRPRGRGSHAHSTGR.... Result: 0 (no interaction). (4) The miRNA is hsa-miR-655-3p with sequence AUAAUACAUGGUUAACCUCUUU. The protein sequence of the target gene is MASDEGKLFVGGLSFDTNEQSLEQVFSKYGQISEVVVVKDRETQRSRGFGFVTFENIDDAKDAMMAMNGKSVDGRQIRVDQAGKSSDNRSRGYRGGSAGGRGFFRGGRGRGRGFSRGGGDRGYGGNRFESRSGGYGGSRDYYSSRSQSGGYSDRSSGGSYRDSYDSYATHNE. Result: 0 (no interaction). (5) The miRNA is mmu-miR-669o-5p with sequence UAGUUGUGUGUGCAUGUUUAUGU. The protein sequence of the target gene is MNSGTPPPSPSGPPPPPAPQPQARARLNATASLEQDKIEPPRAPRPQADPSAGRSAGEAAAPEPRAPQTGSREETDRAGPMKADVEIPFEEVLEKAKAGDPKAQTEVGKHYLRLANDADEELNSCSAVAWLILAAKQGRREAVKLLRRCLADRKGITSENEAEVKQLSSETDLERAVRKAALVMYWKLNPKKKKQVAVSELLENVGQVNEQDGGAQPGPVPKSLQKQRRMLERLVSSESKNYIALDDFVELTKKYAKGIIPTNLFLQDEDEDEDELAGKSPEDLPLRQKVVKYPLHAIME.... Result: 0 (no interaction).